Dataset: Forward reaction prediction with 1.9M reactions from USPTO patents (1976-2016). Task: Predict the product of the given reaction. Given the reactants Cl.[CH3:2][C:3]1([NH2:6])[CH2:5][CH2:4]1.CCN(C(C)C)C(C)C.[Br:16][C:17]1[CH:18]=[CH:19][CH:20]=[C:21]2[C:26]=1[N:25]=[C:24](Cl)[N:23]=[CH:22]2.CN(C=O)C, predict the reaction product. The product is: [Br:16][C:17]1[CH:18]=[CH:19][CH:20]=[C:21]2[C:26]=1[N:25]=[C:24]([NH:6][C:3]1([CH3:2])[CH2:5][CH2:4]1)[N:23]=[CH:22]2.